This data is from Reaction yield outcomes from USPTO patents with 853,638 reactions. The task is: Predict the reaction yield, written as a fraction of the theoretical maximum amount of product (1.0 means a 100% yield; for example, 0.34 means a 34% yield). (1) The reactants are [F:1][C:2]1[CH:7]=[CH:6][C:5]([CH:8]([OH:15])[CH2:9][NH:10][C:11](=O)[CH2:12][CH3:13])=[CH:4][C:3]=1[O:16][CH3:17]. The catalyst is Cl. The product is [F:1][C:2]1[CH:7]=[CH:6][C:5]([CH:8]([OH:15])[CH2:9][NH:10][CH2:11][CH2:12][CH3:13])=[CH:4][C:3]=1[O:16][CH3:17]. The yield is 0.810. (2) The reactants are [OH:1][C@@H:2]([CH3:6])[C:3](N)=O.F[B-](F)(F)F.C([O+](CC)CC)C.[NH2:19][C:20]1[C:21]([NH:29][C@@H:30]2[CH2:35][O:34][C@@H:33]([CH2:36][OH:37])[CH2:32][CH2:31]2)=[C:22]2[S:28][CH:27]=[CH:26][C:23]2=[N:24][CH:25]=1. The catalyst is C1COCC1.C(O)C.CO. The product is [OH:37][CH2:36][C@@H:33]1[O:34][CH2:35][C@@H:30]([N:29]2[C:21]3=[C:22]4[S:28][CH:27]=[CH:26][C:23]4=[N:24][CH:25]=[C:20]3[N:19]=[C:3]2[C@@H:2]([OH:1])[CH3:6])[CH2:31][CH2:32]1. The yield is 0.580.